From a dataset of Forward reaction prediction with 1.9M reactions from USPTO patents (1976-2016). Predict the product of the given reaction. (1) Given the reactants Br[C:2]1[CH:3]=[CH:4][C:5]2[O:9][C:8]([CH:10]3[CH2:15][CH2:14][N:13]([C:16]([O:18][C:19]([CH3:22])([CH3:21])[CH3:20])=[O:17])[CH2:12][CH2:11]3)=[N:7][C:6]=2[CH:23]=1.[Cl:24][C:25]1[CH:33]=[C:32](B2OC(C)(C)C(C)(C)O2)[CH:31]=[CH:30][C:26]=1[C:27]([NH2:29])=[O:28], predict the reaction product. The product is: [C:27]([C:26]1[CH:30]=[CH:31][C:32]([C:2]2[CH:3]=[CH:4][C:5]3[O:9][C:8]([CH:10]4[CH2:15][CH2:14][N:13]([C:16]([O:18][C:19]([CH3:21])([CH3:20])[CH3:22])=[O:17])[CH2:12][CH2:11]4)=[N:7][C:6]=3[CH:23]=2)=[CH:33][C:25]=1[Cl:24])(=[O:28])[NH2:29]. (2) Given the reactants [C:1]([O:5][C:6](=[O:29])[NH:7][CH2:8][CH2:9][C:10]1[CH:15]=[CH:14][C:13]([NH:16][C:17]2[C:26]3[C:21](=[CH:22][CH:23]=[C:24]([Br:27])[CH:25]=3)[N:20]=[CH:19][C:18]=2[NH2:28])=[CH:12][CH:11]=1)([CH3:4])([CH3:3])[CH3:2].[CH:30]1([CH:33]=O)[CH2:32][CH2:31]1.C(O)(=O)C, predict the reaction product. The product is: [C:1]([O:5][C:6](=[O:29])[NH:7][CH2:8][CH2:9][C:10]1[CH:11]=[CH:12][C:13]([N:16]2[C:17]3[C:26]4[CH:25]=[C:24]([Br:27])[CH:23]=[CH:22][C:21]=4[N:20]=[CH:19][C:18]=3[N:28]=[C:33]2[CH:30]2[CH2:32][CH2:31]2)=[CH:14][CH:15]=1)([CH3:4])([CH3:2])[CH3:3]. (3) Given the reactants [CH3:1][C:2]([O:9][C:10]1[CH:15]=[CH:14][C:13]([O:16][CH2:17][CH2:18][C:19]2[N:20]=[C:21]([C:24]3[CH:29]=[CH:28][CH:27]=[CH:26][CH:25]=3)[O:22][CH:23]=2)=[CH:12][CH:11]=1)([CH3:8])[C:3]([O:5]CC)=[O:4].[OH-].[Na+:31], predict the reaction product. The product is: [CH3:8][C:2]([O:9][C:10]1[CH:11]=[CH:12][C:13]([O:16][CH2:17][CH2:18][C:19]2[N:20]=[C:21]([C:24]3[CH:29]=[CH:28][CH:27]=[CH:26][CH:25]=3)[O:22][CH:23]=2)=[CH:14][CH:15]=1)([CH3:1])[C:3]([O-:5])=[O:4].[Na+:31]. (4) Given the reactants Br[C:2]1[C:3]([C:23]2[CH:28]=[CH:27][C:26]([Cl:29])=[CH:25][CH:24]=2)=[CH:4][C:5]2[N:6]([C:8]([CH2:11][C:12]3[C:13]([CH3:22])=[N:14][C:15]([C:18]([F:21])([F:20])[F:19])=[CH:16][CH:17]=3)=[N:9][N:10]=2)[CH:7]=1.[CH3:30][C:31]1[CH:36]=[CH:35][CH:34]=[CH:33][C:32]=1B(O)O.C([O-])([O-])=O.[K+].[K+].ClC1C=CC(C2C(C3C=CC(Cl)=CC=3Cl)=CN3C(CC4C=NC(C(F)(F)F)=CC=4)=NN=C3C=2)=CC=1, predict the reaction product. The product is: [Cl:29][C:26]1[CH:25]=[CH:24][C:23]([C:3]2[C:2]([C:32]3[CH:33]=[CH:34][CH:35]=[CH:36][C:31]=3[CH3:30])=[CH:7][N:6]3[C:8]([CH2:11][C:12]4[C:13]([CH3:22])=[N:14][C:15]([C:18]([F:21])([F:19])[F:20])=[CH:16][CH:17]=4)=[N:9][N:10]=[C:5]3[CH:4]=2)=[CH:28][CH:27]=1. (5) Given the reactants [Br:1][C:2]1[CH:3]=[CH:4][C:5]([NH:11][C:12]([NH:14][C:15]([O:17][CH2:18][CH3:19])=[O:16])=[S:13])=[C:6]([CH:10]=1)[C:7](O)=[O:8], predict the reaction product. The product is: [Br:1][C:2]1[CH:10]=[C:6]2[C:5](=[CH:4][CH:3]=1)[NH:11][C:12](=[S:13])[N:14]([C:15]([O:17][CH2:18][CH3:19])=[O:16])[C:7]2=[O:8]. (6) Given the reactants COC(=O)CC1[N:6]=[C:7]([C:11]2[CH:12]=[N:13][C:14]([C:17]3[CH:22]=[CH:21][CH:20]=[CH:19][CH:18]=3)=[CH:15][CH:16]=2)SC=1C.[H-].[H-].[H-].[H-].[Li+].[Al+3], predict the reaction product. The product is: [C:17]1([C:14]2[CH:15]=[CH:16][C:11]([C:7]#[N:6])=[CH:12][N:13]=2)[CH:22]=[CH:21][CH:20]=[CH:19][CH:18]=1. (7) Given the reactants C(OC([NH:8][C@H:9]1[CH2:14][CH2:13][C@H:12]([O:15][C:16]2[CH:25]=[CH:24][CH:23]=[C:22]3[C:17]=2[C:18]([CH2:26][CH3:27])=[CH:19][N:20]=[CH:21]3)[CH2:11][CH2:10]1)=O)(C)(C)C.[ClH:28].CO, predict the reaction product. The product is: [ClH:28].[CH2:26]([C:18]1[C:17]2[C:22](=[CH:23][CH:24]=[CH:25][C:16]=2[O:15][C@H:12]2[CH2:13][CH2:14][C@H:9]([NH2:8])[CH2:10][CH2:11]2)[CH:21]=[N:20][CH:19]=1)[CH3:27]. (8) Given the reactants [CH:1]1[CH:2]=[CH:3][C:4]2[C:15](=O)[C:14]3[C:9](=[C:10]([OH:18])[CH:11]=[CH:12][C:13]=3[OH:17])[C:7](=O)[C:5]=2[CH:6]=1.[BH4-].[Na+].Cl, predict the reaction product. The product is: [C:13]1(=[O:17])[C:14]2[C:9](=[CH:7][C:5]3[C:4]([CH:15]=2)=[CH:3][CH:2]=[CH:1][CH:6]=3)[C:10](=[O:18])[CH:11]=[CH:12]1.